This data is from In vitro SARS-CoV-2 activity screen of 1,480 approved drugs from Prestwick library. The task is: Binary Classification. Given a drug SMILES string, predict its activity (active/inactive) in a high-throughput screening assay against a specified biological target. (1) The drug is O=c1[nH]cc(F)c(=O)[nH]1. The result is 0 (inactive). (2) The compound is Br.CN(C)CCCC1(c2ccc(F)cc2)OCc2cc(C#N)ccc21. The result is 0 (inactive).